This data is from Full USPTO retrosynthesis dataset with 1.9M reactions from patents (1976-2016). The task is: Predict the reactants needed to synthesize the given product. (1) Given the product [Cl:47][C:2]([Cl:1])([Cl:46])[C:3]([O:6][C:7]([N:9]1[CH:14]2[C:15]([C:34]([OH:36])=[O:35])=[C:16]([C:18]3[O:22][N:21]=[C:20]([CH2:23][CH2:24][CH2:25][O:26][Si:27]([C:30]([CH3:33])([CH3:32])[CH3:31])([CH3:28])[CH3:29])[CH:19]=3)[CH2:17][CH:10]1[CH2:11][N:12]([C:39]([O:41][C:42]([CH3:45])([CH3:44])[CH3:43])=[O:40])[CH2:13]2)=[O:8])([CH3:5])[CH3:4], predict the reactants needed to synthesize it. The reactants are: [Cl:1][C:2]([Cl:47])([Cl:46])[C:3]([O:6][C:7]([N:9]1[CH:14]2[C:15]([C:34]([O:36]CC)=[O:35])=[C:16]([C:18]3[O:22][N:21]=[C:20]([CH2:23][CH2:24][CH2:25][O:26][Si:27]([C:30]([CH3:33])([CH3:32])[CH3:31])([CH3:29])[CH3:28])[CH:19]=3)[CH2:17][CH:10]1[CH2:11][N:12]([C:39]([O:41][C:42]([CH3:45])([CH3:44])[CH3:43])=[O:40])[CH2:13]2)=[O:8])([CH3:5])[CH3:4].[OH-].[Na+].Cl.N1C=CN=C1.CC([Si](Cl)(C)C)(C)C.[NH4+].[Cl-].C([O-])([O-])=O.[K+].[K+]. (2) Given the product [S:1]1[CH:5]=[CH:4][CH:3]=[C:2]1[CH2:6][NH:7][C:8]([C:10]1[CH:25]=[C:13]2[CH:14]=[C:15]([C:19]3[CH:24]=[CH:23][CH:22]=[CH:21][CH:20]=3)[CH:16]=[C:17]([N:26]3[CH2:31][CH2:30][O:29][CH2:28][CH2:27]3)[N:12]2[N:11]=1)=[O:9], predict the reactants needed to synthesize it. The reactants are: [S:1]1[CH:5]=[CH:4][CH:3]=[C:2]1[CH2:6][NH:7][C:8]([C:10]1[CH:25]=[C:13]2[CH:14]=[C:15]([C:19]3[CH:24]=[CH:23][CH:22]=[CH:21][CH:20]=3)[CH:16]=[C:17](Cl)[N:12]2[N:11]=1)=[O:9].[NH:26]1[CH2:31][CH2:30][O:29][CH2:28][CH2:27]1. (3) The reactants are: [CH3:1][C:2]1[CH:7]=[C:6]([CH3:8])[CH:5]=[CH:4][C:3]=1[CH2:9][N:10]1[C:15](=[O:16])[C:14]([C:17]([NH:19][CH2:20][C:21]([O:23]CC)=[O:22])=[O:18])=[C:13]([OH:26])[C:12]([C:27]([O:29]C)=O)=[C:11]1[OH:31].[CH:32]1([NH2:38])[CH2:37][CH2:36][CH2:35][CH2:34][CH2:33]1. Given the product [CH:32]1([NH:38][C:27]([C:12]2[C:13]([OH:26])=[C:14]([C:17]([NH:19][CH2:20][C:21]([OH:23])=[O:22])=[O:18])[C:15](=[O:16])[N:10]([CH2:9][C:3]3[CH:4]=[CH:5][C:6]([CH3:8])=[CH:7][C:2]=3[CH3:1])[C:11]=2[OH:31])=[O:29])[CH2:37][CH2:36][CH2:35][CH2:34][CH2:33]1, predict the reactants needed to synthesize it. (4) Given the product [Cl:1][C:2]1[N:3]=[C:4]([N:15]2[CH2:16][CH2:17][O:18][CH2:19][CH2:20]2)[C:5]2[N:14]=[N:21][N:8]([CH2:9][C:10]([F:11])([F:12])[F:13])[C:6]=2[N:7]=1, predict the reactants needed to synthesize it. The reactants are: [Cl:1][C:2]1[N:7]=[C:6]([NH:8][CH2:9][C:10]([F:13])([F:12])[F:11])[C:5]([NH2:14])=[C:4]([N:15]2[CH2:20][CH2:19][O:18][CH2:17][CH2:16]2)[N:3]=1.[N:21]([O-])=O.[Na+]. (5) Given the product [NH2:1][C:2]1[CH:3]=[C:4]([C@@H:9]([O:39][Si:46]([CH2:51][CH3:52])([CH2:49][CH3:50])[CH2:47][CH3:48])[CH2:10][N:11]([C:32]([O:34][C:35]([CH3:38])([CH3:37])[CH3:36])=[O:33])[CH2:12][CH2:13][O:14][C:15]2[CH:23]=[C:22]3[C:18]([C:19]([Cl:31])=[N:20][N:21]3[C:24]([O:26][C:27]([CH3:28])([CH3:29])[CH3:30])=[O:25])=[CH:17][CH:16]=2)[CH:5]=[CH:6][C:7]=1[F:8], predict the reactants needed to synthesize it. The reactants are: [NH2:1][C:2]1[CH:3]=[C:4]([C@@H:9]([OH:39])[CH2:10][N:11]([C:32]([O:34][C:35]([CH3:38])([CH3:37])[CH3:36])=[O:33])[CH2:12][CH2:13][O:14][C:15]2[CH:23]=[C:22]3[C:18]([C:19]([Cl:31])=[N:20][N:21]3[C:24]([O:26][C:27]([CH3:30])([CH3:29])[CH3:28])=[O:25])=[CH:17][CH:16]=2)[CH:5]=[CH:6][C:7]=1[F:8].N1C=CN=C1.Cl[Si:46]([CH2:51][CH3:52])([CH2:49][CH3:50])[CH2:47][CH3:48].C(=O)([O-])O.[Na+]. (6) Given the product [CH3:15][C:13]1[CH:12]=[C:9]([CH:8]=[C:7]([O:6][Si:17]([CH:24]([CH3:26])[CH3:25])([CH:21]([CH3:23])[CH3:22])[CH:18]([CH3:20])[CH3:19])[CH:14]=1)[CH:10]=[O:11], predict the reactants needed to synthesize it. The reactants are: N1C=CN=C1.[OH:6][C:7]1[CH:8]=[C:9]([CH:12]=[C:13]([CH3:15])[CH:14]=1)[CH:10]=[O:11].Cl[Si:17]([CH:24]([CH3:26])[CH3:25])([CH:21]([CH3:23])[CH3:22])[CH:18]([CH3:20])[CH3:19].O. (7) Given the product [CH2:1]=[CH:2][C:3]1[CH:8]=[CH:7][CH:6]=[CH:5][CH:4]=1.[CH2:9]=[CH:10][CH:11]=[CH2:12], predict the reactants needed to synthesize it. The reactants are: [CH2:1]=[CH:2][C:3]1[CH:8]=[CH:7][CH:6]=[CH:5][CH:4]=1.[CH2:9]=[CH:10][CH:11]=[CH2:12].CN(CCN(C)C)C.[Li]CCCC. (8) Given the product [CH3:1][O:2][CH:3]1[CH2:8][CH2:7][N:6]([CH2:10][C:9]#[N:12])[CH2:5][CH2:4]1, predict the reactants needed to synthesize it. The reactants are: [CH3:1][O:2][CH:3]1[CH2:8][CH2:7][NH:6][CH2:5][CH2:4]1.[C:9](#[N:12])[CH2:10]O. (9) The reactants are: [F:1][C:2]1[C:11]([O:12][CH2:13][C:14]2[CH:19]=[CH:18][CH:17]=[CH:16][CH:15]=2)=[C:10]([Cl:20])[CH:9]=[C:8]2[C:3]=1[CH:4]=[CH:5][CH:6]=[C:7]2C=O.ClC1C=CC=C(C(OO)=[O:31])C=1.[OH-].[K+].Cl. Given the product [F:1][C:2]1[C:11]([O:12][CH2:13][C:14]2[CH:19]=[CH:18][CH:17]=[CH:16][CH:15]=2)=[C:10]([Cl:20])[CH:9]=[C:8]2[C:3]=1[CH:4]=[CH:5][CH:6]=[C:7]2[OH:31], predict the reactants needed to synthesize it. (10) Given the product [CH3:38][C:37]1[N:18]=[C:17]2[N:41]([C:1]([N:2]3[CH2:7][CH2:6][N:5]([CH3:9])[CH2:4][CH2:3]3)=[N:14][C:15]3[CH:22]=[CH:21][C:20]([C:23]([F:24])([F:25])[F:26])=[CH:19][C:16]=32)[N:40]=1, predict the reactants needed to synthesize it. The reactants are: [CH3:1][N:2]1[CH2:7][CH2:6][NH:5][CH2:4][CH2:3]1.N1CCNC[CH2:9]1.[NH2:14][C:15]1[CH:22]=[CH:21][C:20]([C:23]([F:26])([F:25])[F:24])=[CH:19][C:16]=1[C:17]#[N:18].NC1C=CC(Cl)=CC=1C#N.[C:37]([NH:40][NH2:41])(=O)[CH3:38].C(NN)=O.